This data is from Forward reaction prediction with 1.9M reactions from USPTO patents (1976-2016). The task is: Predict the product of the given reaction. (1) Given the reactants [Cl:1][C:2]1[CH:7]=[CH:6][C:5]([Cl:8])=[CH:4][C:3]=1[CH2:9][S:10]([C:13]1[CH:14]=[C:15]2[C:19](=[CH:20][CH:21]=1)[NH:18][C:17](=[O:22])/[C:16]/2=[CH:23]\[C:24]1[NH:28][C:27]([CH3:29])=[C:26]([C:30]([OH:32])=O)[C:25]=1[CH3:33])(=[O:12])=[O:11].[CH3:34][C@@H:35]1[CH2:40][NH:39][CH2:38][C@H:37]([CH3:41])[NH:36]1.C1C=CC2N(O)N=NC=2C=1.CCN=C=NCCCN(C)C.Cl, predict the reaction product. The product is: [Cl:1][C:2]1[CH:7]=[CH:6][C:5]([Cl:8])=[CH:4][C:3]=1[CH2:9][S:10]([C:13]1[CH:14]=[C:15]2[C:19](=[CH:20][CH:21]=1)[NH:18][C:17](=[O:22])/[C:16]/2=[CH:23]\[C:24]1[NH:28][C:27]([CH3:29])=[C:26]([C:30]([N:39]2[CH2:38][C@H:37]([CH3:41])[NH:36][C@H:35]([CH3:34])[CH2:40]2)=[O:32])[C:25]=1[CH3:33])(=[O:11])=[O:12]. (2) Given the reactants C(=O)([O-])[O-].[K+].[K+].[Br:7][C:8]1[CH:13]=[CH:12][C:11]([C:14]2[CH:19]=[CH:18][C:17]([OH:20])=[CH:16][CH:15]=2)=[CH:10][CH:9]=1.Cl[CH2:22][CH2:23][CH2:24][CH2:25][CH2:26][CH2:27][C:28]([CH3:31])([CH3:30])[CH3:29], predict the reaction product. The product is: [Br:7][C:8]1[CH:9]=[CH:10][C:11]([C:14]2[CH:19]=[CH:18][C:17]([O:20][CH2:22][CH2:23][CH2:24][CH2:25][CH2:26][CH2:27][C:28]([CH3:31])([CH3:30])[CH3:29])=[CH:16][CH:15]=2)=[CH:12][CH:13]=1. (3) Given the reactants C(O)(=O)C.[N:5]1[CH:10]=[CH:9][C:8]([CH:11]=O)=[CH:7][CH:6]=1.[C:13]([O:22][CH3:23])(=[O:21])[C:14]1[C:15](=[CH:17][CH:18]=[CH:19][CH:20]=1)[NH2:16].C([BH3-])#N.[Na+], predict the reaction product. The product is: [N:5]1[CH:6]=[CH:7][C:8]([CH2:11][NH:16][C:15]2[C:14](=[CH:20][CH:19]=[CH:18][CH:17]=2)[C:13]([O:22][CH3:23])=[O:21])=[CH:9][CH:10]=1. (4) Given the reactants [CH2:1]([C@@H:5]1[NH:10][CH2:9][C@H:8]([C:11]2[CH:16]=[CH:15][C:14]([CH3:17])=[CH:13][CH:12]=2)[NH:7][C:6]1=[O:18])[CH:2]([CH3:4])[CH3:3].[F:19][C:20]1[CH:25]=[CH:24][C:23]([C:26]2[O:30][N:29]=[C:28]([C:31](O)=[O:32])[CH:27]=2)=[CH:22][CH:21]=1.C([C@@H]1N(C([C@@H]2C[C@H]2C2C=CC=CC=2)=O)C[C@H](CC(C)C)NC1=O)C(C)C, predict the reaction product. The product is: [F:19][C:20]1[CH:21]=[CH:22][C:23]([C:26]2[O:30][N:29]=[C:28]([C:31]([N:10]3[CH2:9][C@H:8]([C:11]4[CH:12]=[CH:13][C:14]([CH3:17])=[CH:15][CH:16]=4)[NH:7][C:6](=[O:18])[C@@H:5]3[CH2:1][CH:2]([CH3:4])[CH3:3])=[O:32])[CH:27]=2)=[CH:24][CH:25]=1. (5) Given the reactants [CH2:1]([C:5]1[N:6]=[C:7]([CH3:27])[NH:8][C:9](=[O:26])[C:10]=1[CH2:11][C:12]1[CH:17]=[CH:16][C:15]([C:18]2[C:19]([C:24]#[N:25])=[CH:20][CH:21]=[CH:22][CH:23]=2)=[CH:14][CH:13]=1)[CH2:2][CH2:3][CH3:4].C(=O)([O-])[O-].[Cs+].[Cs+].Br[CH2:35][C:36]([CH3:47])([CH3:46])[CH2:37][O:38][Si:39]([C:42]([CH3:45])([CH3:44])[CH3:43])([CH3:41])[CH3:40].CN(C)C(=O)C, predict the reaction product. The product is: [CH2:1]([C:5]1[N:6]=[C:7]([CH3:27])[N:8]([CH2:35][C:36]([CH3:47])([CH3:46])[CH2:37][O:38][Si:39]([C:42]([CH3:45])([CH3:44])[CH3:43])([CH3:40])[CH3:41])[C:9](=[O:26])[C:10]=1[CH2:11][C:12]1[CH:17]=[CH:16][C:15]([C:18]2[C:19]([C:24]#[N:25])=[CH:20][CH:21]=[CH:22][CH:23]=2)=[CH:14][CH:13]=1)[CH2:2][CH2:3][CH3:4].